Dataset: Peptide-MHC class II binding affinity with 134,281 pairs from IEDB. Task: Regression. Given a peptide amino acid sequence and an MHC pseudo amino acid sequence, predict their binding affinity value. This is MHC class II binding data. (1) The peptide sequence is KPLLIIAEDVEGE. The MHC is DRB1_1101 with pseudo-sequence DRB1_1101. The binding affinity (normalized) is 0.00228. (2) The peptide sequence is LEVLNFDFQANAQLS. The MHC is HLA-DPA10301-DPB10402 with pseudo-sequence HLA-DPA10301-DPB10402. The binding affinity (normalized) is 0.411.